Dataset: Forward reaction prediction with 1.9M reactions from USPTO patents (1976-2016). Task: Predict the product of the given reaction. (1) Given the reactants [F:1][C:2]1[CH:7]=[CH:6][CH:5]=[CH:4][C:3]=1[O:8][C:9]1[CH:14]=[CH:13][C:12]([N+:15]([O-])=O)=[CH:11][CH:10]=1.[NH4+].[Cl-], predict the reaction product. The product is: [F:1][C:2]1[CH:7]=[CH:6][CH:5]=[CH:4][C:3]=1[O:8][C:9]1[CH:10]=[CH:11][C:12]([NH2:15])=[CH:13][CH:14]=1. (2) The product is: [CH:19]([N:18]1[C:14]([C:8]2[S:7][C:6]3[C:5]4[CH:22]=[CH:23][C:2]([C:32]5[CH:31]=[CH:30][CH:29]=[C:28]([S:25]([CH3:24])(=[O:27])=[O:26])[CH:33]=5)=[CH:3][C:4]=4[O:13][CH2:12][CH2:11][C:10]=3[CH:9]=2)=[N:15][CH:16]=[N:17]1)([CH3:21])[CH3:20]. Given the reactants Br[C:2]1[CH:23]=[CH:22][C:5]2[C:6]3[S:7][C:8]([C:14]4[N:18]([CH:19]([CH3:21])[CH3:20])[N:17]=[CH:16][N:15]=4)=[CH:9][C:10]=3[CH2:11][CH2:12][O:13][C:4]=2[CH:3]=1.[CH3:24][S:25]([C:28]1[CH:29]=[C:30](B(O)O)[CH:31]=[CH:32][CH:33]=1)(=[O:27])=[O:26], predict the reaction product. (3) Given the reactants [C:1]([C:3]1[CH:27]=[CH:26][C:6]([O:7][C:8]2[CH:9]=[C:10]([CH:14]=[C:15]([O:17][C:18]3[CH:23]=[CH:22][C:21]([C:24]#[N:25])=[CH:20][CH:19]=3)[CH:16]=2)[C:11]([OH:13])=[O:12])=[CH:5][CH:4]=1)#[N:2].[CH2:28]([O:35][C:36](=[O:45])[NH:37][CH:38]1[CH2:43][CH2:42][CH:41](O)[CH2:40][CH2:39]1)[C:29]1[CH:34]=[CH:33][CH:32]=[CH:31][CH:30]=1, predict the reaction product. The product is: [CH2:28]([O:35][C:36]([NH:37][CH:38]1[CH2:43][CH2:42][CH:41]([O:12][C:11](=[O:13])[C:10]2[CH:14]=[C:15]([O:17][C:18]3[CH:23]=[CH:22][C:21]([C:24]#[N:25])=[CH:20][CH:19]=3)[CH:16]=[C:8]([O:7][C:6]3[CH:26]=[CH:27][C:3]([C:1]#[N:2])=[CH:4][CH:5]=3)[CH:9]=2)[CH2:40][CH2:39]1)=[O:45])[C:29]1[CH:34]=[CH:33][CH:32]=[CH:31][CH:30]=1. (4) Given the reactants [Cl:1][C:2]1[CH:7]=[CH:6][CH:5]=[CH:4][C:3]=1[C:8]1[C:12]([C:13]2[N:14](COCC[Si](C)(C)C)[CH:15]=[CH:16][N:17]=2)=[CH:11][N:10]([C:26]2[C:31]([CH3:32])=[CH:30][N:29]=[C:28]([N:33](CC3C=CC(OC)=CC=3OC)[C:34]([CH:36]3[CH2:38][CH2:37]3)=[O:35])[CH:27]=2)[CH:9]=1.C(O)(C(F)(F)F)=O, predict the reaction product. The product is: [Cl:1][C:2]1[CH:7]=[CH:6][CH:5]=[CH:4][C:3]=1[C:8]1[C:12]([C:13]2[NH:14][CH:15]=[CH:16][N:17]=2)=[CH:11][N:10]([C:26]2[C:31]([CH3:32])=[CH:30][N:29]=[C:28]([NH:33][C:34]([CH:36]3[CH2:38][CH2:37]3)=[O:35])[CH:27]=2)[CH:9]=1.